Dataset: Experimentally validated miRNA-target interactions with 360,000+ pairs, plus equal number of negative samples. Task: Binary Classification. Given a miRNA mature sequence and a target amino acid sequence, predict their likelihood of interaction. (1) The miRNA is hsa-miR-4800-3p with sequence CAUCCGUCCGUCUGUCCAC. The protein sequence of the target gene is MAAPEPARAAPPPPPPPPPPLGADRVVKAVPFPPTHRLTSEEVFDMDGIPRVDVLKNHLVKEGRVDEEIALRIINEGAAILRREKTMIEVEAPITVCGDIHGQFFDLMKLFEVGGSPANTRYLFLGDYVDRGYFSIECVLYLWVLKILYPSTLFLLRGNHECRHLTEYFTFKQECKIKYSERVYEACMEAFDSLPLAALLNQQFLCVHGGLSPEIHTLDDIRRLDRFKEPPAFGPMCDLLWSDPSEDFGNEKSQEHFSHNTVRGCSYFYNYPAVCEFLQNNNLLSIIRAHEAQDAGYRMY.... Result: 0 (no interaction). (2) The miRNA is hsa-miR-6508-5p with sequence UCUAGAAAUGCAUGACCCACC. The protein sequence of the target gene is MGAPATRRCVEWLLGLYFLSHIPITLFMDLQAVLPRELYPVEFRNLLKWYAKEFKDPLLQEPPAWFKSFLFCELVFQLPFFPIATYAFLKGSCKWIRTPAIIYSVHTMTTLIPILSTFLFEDFSKASGFKGQRPETLHERLTLVSVYAPYLLIPFILLIFMLRSPYYKYEEKRKKK. Result: 1 (interaction). (3) The miRNA is mmu-miR-93-5p with sequence CAAAGUGCUGUUCGUGCAGGUAG. The protein sequence of the target gene is MYMQVETRTSTRLHLKRAPGIRSWSLLVGILSTGLAAAYYSGDSLGWKLFYVTGCLFVAVQNLEDWEEAIFNKNTGKVILKTFSLYKKLLTLLRAGHDQVVVLLKDIQDVNVEEEKVRYFGKGYMVVLRFATGFSHPLTQSAVMGRRSDVEAIAKLITSFLELHRLESPSERSQSSDSEPDGPGGQS. Result: 0 (no interaction). (4) The miRNA is hsa-miR-663b with sequence GGUGGCCCGGCCGUGCCUGAGG. The protein sequence of the target gene is MKFLSARDFHPVAFLGLMLVTTTAFPTSQVRRGDFTEDTTPNRPVYTTSQVGGLITHVLWEIVEMRKELCNGNSDCMNNDDALAENNLKLPEIQRNDGCYQTGYNQEICLLKISSGLLEYHSYLEYMKNNLKDNKKDKARVLQRDTETLIHIFNQEVKDLHKIVLPTPISNALLTDKLESQKEWLRTKTIQFILKSLEEFLKVTLRSTRQT. Result: 0 (no interaction). (5) Result: 1 (interaction). The protein sequence of the target gene is MNINDLKLTLSKAGQEHLLRFWNELEEAQQVELYAELQAMNFEELNFFFQKAIEGFNQSSHQKNVDARMEPVPREVLGSATRDQDQLQAWESEGLFQISQNKVAVLLLAGGQGTRLGVAYPKGMYDVGLPSRKTLFQIQAERILKLQQVAEKYYGNKCIIPWYIMTSGRTMESTKEFFTKHKYFGLKKENVIFFQQGMLPAMSFDGKIILEEKNKVSMAPDGNGGLYRALAAQNIVEDMEQRGIWSIHVYCVDNILVKVADPRFIGFCIQKGADCGAKVVEKTNPTEPVGVVCRVDGVYQ.... The miRNA is hsa-miR-155-5p with sequence UUAAUGCUAAUCGUGAUAGGGGUU. (6) The miRNA is mmu-miR-5626-3p with sequence CAGCAGUUGAGUGAUGUGACAC. The protein sequence of the target gene is MRLYLFTLLVTVFSGVSTKSPIFGPQEVSSIEGDSVSITCYYPDTSVNRHTRKYWCRQGASGMCTTLISSNGYLSKEYSGRANLINFPENNTFVINIEQLTQDDTGSYKCGLGTSNRGLSFDVSLEVSQVPELPSDTHVYTKDIGRNVTIECPFKRENAPSKKSLCKKTNQSCELVIDSTEKVNPSYIGRAKLFMKGTDLTVFYVNISHLTHNDAGLYICQAGEGPSADKKNVDLQVLAPEPELLYKDLRSSVTFECDLGREVANEAKYLCRMNKETCDVIINTLGKRDPDFEGRILITP.... Result: 0 (no interaction). (7) The miRNA is hsa-miR-1183 with sequence CACUGUAGGUGAUGGUGAGAGUGGGCA. The protein sequence of the target gene is MAQAHIRGSPCPLLPPGRMSWPHGALLLLWLFSPPLRAGGGGVAVTSAAGGGSPPATSCPAACSCSNQASRVICTRRELAEVPASIPVNTRYLNLQENSIQVIRTDTFKHLRHLEILQLSKNLVRKIEVGAFNGLPSLNTLELFDNRLTTVPTQAFEYLSKLRELWLRNNPIESIPSYAFNRVPSLRRLDLGELKRLEYISEAAFEGLVNLRYLNLGMCNLKDIPNLTALVRLEELELSGNRLDLIRPGSFQGLTSLRKLWLMHAQVATIERNAFDDLKSLEELNLSHNNLMSLPHDLFT.... Result: 0 (no interaction). (8) The miRNA is hsa-miR-3689c with sequence CUGGGAGGUGUGAUAUUGUGGU. The protein sequence of the target gene is MESMFSSPAEAALQRETGVPGLLTPLPDLDGVYELERVAGFVRDLGCERVALQFPDQLLGDAVAVAARLEETTGSKMFILGDTAYGSCCVDVLGAEQAGAQALIHFGPACLSPPARPLPVAFVLRQRSVALELCVKAFEAQNPDPKAPVVLLSEPACAHALEALATLLRPRYLDLLVSSPAFPQPVGSLSPEPMPLERFGRRFPLAPGRRLEEYGAFYVGGSKASPDPDLDPDLSRLLLGWAPGQPFSSCCPDTGKTQDEGARAGRLRARRRYLVERARDARVVGLLAGTLGVAQHREAL.... Result: 1 (interaction). (9) The miRNA is hsa-miR-4637 with sequence UACUAACUGCAGAUUCAAGUGA. The protein sequence of the target gene is MGGEAGADGPRGRVKSLGLVFEDESKGCYSSGETVAGHVLLEAAEPVALRGLRLEAQGRATSAWGPSAGARVCIGGGSPAASSEVEYLNLRLSLLEAPAGEGVTLLQPGKHEFPFRFQLPSEPLATSFTGKYGSIQYCVRAVLERPQVPDQSVRRELQVVSHVDVNTPPLLTPMLKTQEKMVGCWLFTSGPVSLSVKIERKGYCNGEAIPIYAEIENCSSRLVVPKAAIFQTQTYLASGKTKTVRHMVANVRGNHIGSGSTDTWNGKMLKIPPVTPSILDCCIIRVDYSLAVYIHIPGAK.... Result: 0 (no interaction).